Dataset: Full USPTO retrosynthesis dataset with 1.9M reactions from patents (1976-2016). Task: Predict the reactants needed to synthesize the given product. (1) Given the product [NH:9]1[C:6]2[C:5](=[CH:4][CH:3]=[CH:2][CH:7]=2)[N:10]=[CH:13][C:12]1=[O:11], predict the reactants needed to synthesize it. The reactants are: C[C:2]1[CH:3]=[CH:4][C:5]([NH2:10])=[C:6]([NH2:9])[C:7]=1C.[O:11]=[C:12](CC)[C:13](O)=O. (2) Given the product [CH2:18]([CH:17]([C:16]1[C:11]2[N:12]([C:8]([C:4]3[S:3][C:2]([C:38]4([OH:41])[CH2:39][CH2:40][O:35][CH2:36][CH2:37]4)=[N:6][C:5]=3[CH3:7])=[C:9]([CH3:23])[N:10]=2)[N:13]=[C:14]([CH3:22])[CH:15]=1)[CH2:20][CH3:21])[CH3:19], predict the reactants needed to synthesize it. The reactants are: Br[C:2]1[S:3][C:4]([C:8]2[N:12]3[N:13]=[C:14]([CH3:22])[CH:15]=[C:16]([CH:17]([CH2:20][CH3:21])[CH2:18][CH3:19])[C:11]3=[N:10][C:9]=2[CH3:23])=[C:5]([CH3:7])[N:6]=1.[Li]CCCC.CCCCCC.[O:35]1[CH2:40][CH2:39][C:38](=[O:41])[CH2:37][CH2:36]1. (3) Given the product [CH2:19]([O:18][C:12](=[O:17])[CH2:13][C:14]([NH:1][C:2]1[NH:6][N:5]=[C:4]([C:7]([O:9][CH2:10][CH3:11])=[O:8])[CH:3]=1)=[O:15])[CH3:20], predict the reactants needed to synthesize it. The reactants are: [NH2:1][C:2]1[NH:6][N:5]=[C:4]([C:7]([O:9][CH2:10][CH3:11])=[O:8])[CH:3]=1.[C:12]([O:18][CH2:19][CH3:20])(=[O:17])[CH2:13][C:14](O)=[O:15].C(N=C=NC(C)C)(C)C.O. (4) Given the product [Br:13][CH2:12][C:9]1[CH:10]=[CH:11][C:6]([S:3]([CH2:1][CH3:2])(=[O:5])=[O:4])=[CH:7][CH:8]=1, predict the reactants needed to synthesize it. The reactants are: [CH2:1]([S:3]([C:6]1[CH:11]=[CH:10][C:9]([CH3:12])=[CH:8][CH:7]=1)(=[O:5])=[O:4])[CH3:2].[Br:13]N1C(=O)CCC1=O.N(C(C)(C)C#N)=NC(C)(C)C#N. (5) Given the product [O:28]=[C:24]1[CH2:25][CH2:26][CH2:27][N:23]1[C:2]1[CH:7]=[CH:6][C:5]([N:8]2[CH:12]=[N:11][C:10]([C:13]3[CH:14]=[C:15]([CH:20]=[CH:21][CH:22]=3)[C:16]([O:18][CH3:19])=[O:17])=[N:9]2)=[CH:4][CH:3]=1, predict the reactants needed to synthesize it. The reactants are: Br[C:2]1[CH:7]=[CH:6][C:5]([N:8]2[CH:12]=[N:11][C:10]([C:13]3[CH:14]=[C:15]([CH:20]=[CH:21][CH:22]=3)[C:16]([O:18][CH3:19])=[O:17])=[N:9]2)=[CH:4][CH:3]=1.[NH:23]1[CH2:27][CH2:26][CH2:25][C:24]1=[O:28].C(=O)([O-])[O-].[K+].[K+].CNCCNC. (6) Given the product [CH3:24][N:25]([CH3:26])[C:14]1[N:13]=[CH:12][C:11]([C:8]2[CH:9]=[C:10]3[C:5]([C:4]([CH3:22])([CH3:21])[C:3](=[O:23])[N:2]3[CH3:1])=[CH:6][CH:7]=2)=[CH:16][N:15]=1, predict the reactants needed to synthesize it. The reactants are: [CH3:1][N:2]1[C:10]2[C:5](=[CH:6][CH:7]=[C:8]([C:11]3[CH:12]=[N:13][C:14](S(C)(=O)=O)=[N:15][CH:16]=3)[CH:9]=2)[C:4]([CH3:22])([CH3:21])[C:3]1=[O:23].[CH3:24][NH:25][CH3:26].